From a dataset of Forward reaction prediction with 1.9M reactions from USPTO patents (1976-2016). Predict the product of the given reaction. (1) Given the reactants [CH3:1][N:2]([CH2:4][CH:5]1[CH:11]2[CH2:12][CH:8]([CH2:9][CH2:10]2)[CH:7]=[C:6]1[C:13]1[CH:14]=[C:15]([OH:19])[CH:16]=[CH:17][CH:18]=1)[CH3:3].[CH3:20][C:21]([CH3:26])([CH3:25])[C:22](Cl)=[O:23].C(N(CC)CC)C, predict the reaction product. The product is: [CH3:3][N:2]([CH2:4][CH:5]1[CH:11]2[CH2:12][CH:8]([CH2:9][CH2:10]2)[CH:7]=[C:6]1[C:13]1[CH:14]=[C:15]([O:19][C:22](=[O:23])[C:21]([CH3:26])([CH3:25])[CH3:20])[CH:16]=[CH:17][CH:18]=1)[CH3:1]. (2) Given the reactants C(Cl)(=O)C(Cl)=O.[Br:7][C:8]1[CH:9]=[C:10]([C:13]([OH:15])=[O:14])[S:11][CH:12]=1.[CH:16]1([CH2:22]O)[CH2:21][CH2:20][CH2:19][CH2:18][CH2:17]1.CCN(CC)CC, predict the reaction product. The product is: [Br:7][C:8]1[CH:9]=[C:10]([C:13]([O:15][CH2:22][CH:16]2[CH2:21][CH2:20][CH2:19][CH2:18][CH2:17]2)=[O:14])[S:11][CH:12]=1. (3) Given the reactants F[C:2]1[C:7]([C:8]2[N:18]=[CH:17][C:16]3[O:15][CH2:14][CH2:13][N:12]4[CH:19]=[C:20]([C:22]5[N:26]([CH:27]([CH3:29])[CH3:28])[N:25]=[CH:24][N:23]=5)[N:21]=[C:11]4[C:10]=3[CH:9]=2)=[CH:6][CH:5]=[CH:4][N:3]=1.C[O:31]CCOC.Cl, predict the reaction product. The product is: [CH:27]([N:26]1[C:22]([C:20]2[N:21]=[C:11]3[C:10]4[CH:9]=[C:8]([C:7]5[C:2](=[O:31])[NH:3][CH:4]=[CH:5][CH:6]=5)[N:18]=[CH:17][C:16]=4[O:15][CH2:14][CH2:13][N:12]3[CH:19]=2)=[N:23][CH:24]=[N:25]1)([CH3:29])[CH3:28]. (4) Given the reactants [CH3:1][C@@H:2]1[CH2:7][NH:6][CH2:5][CH2:4][NH:3]1.[Br:8][C:9]1[CH:14]=[CH:13][CH:12]=[CH:11][N:10]=1, predict the reaction product. The product is: [BrH:8].[CH3:1][C@H:2]1[NH:3][CH2:4][CH2:5][N:6]([C:9]2[CH:14]=[CH:13][CH:12]=[CH:11][N:10]=2)[CH2:7]1.